Dataset: NCI-60 drug combinations with 297,098 pairs across 59 cell lines. Task: Regression. Given two drug SMILES strings and cell line genomic features, predict the synergy score measuring deviation from expected non-interaction effect. (1) Drug 1: COC1=CC(=CC(=C1O)OC)C2C3C(COC3=O)C(C4=CC5=C(C=C24)OCO5)OC6C(C(C7C(O6)COC(O7)C8=CC=CS8)O)O. Drug 2: COC1=C2C(=CC3=C1OC=C3)C=CC(=O)O2. Cell line: MCF7. Synergy scores: CSS=40.3, Synergy_ZIP=3.08, Synergy_Bliss=4.34, Synergy_Loewe=-18.1, Synergy_HSA=4.59. (2) Drug 1: CC1=C2C(C(=O)C3(C(CC4C(C3C(C(C2(C)C)(CC1OC(=O)C(C(C5=CC=CC=C5)NC(=O)OC(C)(C)C)O)O)OC(=O)C6=CC=CC=C6)(CO4)OC(=O)C)OC)C)OC. Synergy scores: CSS=3.20, Synergy_ZIP=-1.63, Synergy_Bliss=-1.64, Synergy_Loewe=-0.875, Synergy_HSA=-1.07. Drug 2: CCC1=CC2CC(C3=C(CN(C2)C1)C4=CC=CC=C4N3)(C5=C(C=C6C(=C5)C78CCN9C7C(C=CC9)(C(C(C8N6C)(C(=O)OC)O)OC(=O)C)CC)OC)C(=O)OC.C(C(C(=O)O)O)(C(=O)O)O. Cell line: NCI/ADR-RES. (3) Drug 1: CC1=C(C=C(C=C1)C(=O)NC2=CC(=CC(=C2)C(F)(F)F)N3C=C(N=C3)C)NC4=NC=CC(=N4)C5=CN=CC=C5. Drug 2: C1=CC=C(C(=C1)C(C2=CC=C(C=C2)Cl)C(Cl)Cl)Cl. Cell line: UO-31. Synergy scores: CSS=-1.23, Synergy_ZIP=0.661, Synergy_Bliss=-0.722, Synergy_Loewe=-2.84, Synergy_HSA=-2.77. (4) Cell line: UACC62. Drug 1: C1CCC(C1)C(CC#N)N2C=C(C=N2)C3=C4C=CNC4=NC=N3. Drug 2: C1=CN(C=N1)CC(O)(P(=O)(O)O)P(=O)(O)O. Synergy scores: CSS=-1.63, Synergy_ZIP=4.52, Synergy_Bliss=5.25, Synergy_Loewe=-4.89, Synergy_HSA=-4.40. (5) Drug 1: CC1=C(C=C(C=C1)NC(=O)C2=CC=C(C=C2)CN3CCN(CC3)C)NC4=NC=CC(=N4)C5=CN=CC=C5. Drug 2: C1CN(CCN1C(=O)CCBr)C(=O)CCBr. Cell line: T-47D. Synergy scores: CSS=27.6, Synergy_ZIP=-6.42, Synergy_Bliss=-0.114, Synergy_Loewe=6.00, Synergy_HSA=6.22. (6) Drug 1: CS(=O)(=O)CCNCC1=CC=C(O1)C2=CC3=C(C=C2)N=CN=C3NC4=CC(=C(C=C4)OCC5=CC(=CC=C5)F)Cl. Drug 2: CC(C)NC(=O)C1=CC=C(C=C1)CNNC.Cl. Cell line: SF-295. Synergy scores: CSS=-0.245, Synergy_ZIP=2.23, Synergy_Bliss=1.62, Synergy_Loewe=-0.0122, Synergy_HSA=-0.720. (7) Drug 1: C1=CC=C(C(=C1)C(C2=CC=C(C=C2)Cl)C(Cl)Cl)Cl. Drug 2: C1=CN(C=N1)CC(O)(P(=O)(O)O)P(=O)(O)O. Cell line: DU-145. Synergy scores: CSS=-1.85, Synergy_ZIP=1.54, Synergy_Bliss=2.48, Synergy_Loewe=-0.765, Synergy_HSA=-0.287.